Dataset: hERG Central: cardiac toxicity at 1µM, 10µM, and general inhibition. Task: Predict hERG channel inhibition at various concentrations. The compound is CCN(CC)C(=O)CSc1nc2ccccc2c(=O)n1CC1CCCCC1. Results: hERG_inhib (hERG inhibition (general)): blocker.